This data is from Forward reaction prediction with 1.9M reactions from USPTO patents (1976-2016). The task is: Predict the product of the given reaction. (1) Given the reactants [C:1]([N:3]1[CH2:8][CH2:7][CH:6]([CH2:9][CH2:10][CH2:11][O:12][C:13]2[CH:25]=[CH:24][C:16]([C:17]([NH:19][C@H:20]([CH3:23])[CH2:21][OH:22])=[O:18])=[C:15]([CH3:26])[CH:14]=2)[CH2:5][CH2:4]1)#[N:2].[NH2:27][OH:28], predict the reaction product. The product is: [OH:28][NH:27][C:1]([N:3]1[CH2:4][CH2:5][CH:6]([CH2:9][CH2:10][CH2:11][O:12][C:13]2[CH:25]=[CH:24][C:16]([C:17]([NH:19][C@H:20]([CH3:23])[CH2:21][OH:22])=[O:18])=[C:15]([CH3:26])[CH:14]=2)[CH2:7][CH2:8]1)=[NH:2]. (2) Given the reactants C[O:2][C:3]([C:5]1[S:6][C:7]([C:26]#[C:27][C:28]([CH3:31])([CH3:30])[CH3:29])=[CH:8][C:9]=1[N:10]([CH2:20][C:21](=[O:25])[N:22]([CH3:24])[CH3:23])[C:11]([C@H:13]1[CH2:18][CH2:17][C@H:16]([CH3:19])[CH2:15][CH2:14]1)=[O:12])=[O:4].C1COCC1.CO.O.[OH-].[Li+], predict the reaction product. The product is: [CH3:30][C:28]([CH3:29])([CH3:31])[C:27]#[C:26][C:7]1[S:6][C:5]([C:3]([OH:4])=[O:2])=[C:9]([N:10]([CH2:20][C:21](=[O:25])[N:22]([CH3:23])[CH3:24])[C:11]([C@H:13]2[CH2:14][CH2:15][C@H:16]([CH3:19])[CH2:17][CH2:18]2)=[O:12])[CH:8]=1.